Dataset: NCI-60 drug combinations with 297,098 pairs across 59 cell lines. Task: Regression. Given two drug SMILES strings and cell line genomic features, predict the synergy score measuring deviation from expected non-interaction effect. (1) Drug 1: C(CN)CNCCSP(=O)(O)O. Drug 2: C1C(C(OC1N2C=NC3=C2NC=NCC3O)CO)O. Cell line: OVCAR-4. Synergy scores: CSS=-0.918, Synergy_ZIP=0.961, Synergy_Bliss=1.21, Synergy_Loewe=-2.29, Synergy_HSA=-1.25. (2) Drug 1: CCCS(=O)(=O)NC1=C(C(=C(C=C1)F)C(=O)C2=CNC3=C2C=C(C=N3)C4=CC=C(C=C4)Cl)F. Drug 2: C1CCC(C1)C(CC#N)N2C=C(C=N2)C3=C4C=CNC4=NC=N3. Cell line: NCIH23. Synergy scores: CSS=4.56, Synergy_ZIP=-0.910, Synergy_Bliss=0.955, Synergy_Loewe=-4.63, Synergy_HSA=-2.60. (3) Drug 1: CNC(=O)C1=CC=CC=C1SC2=CC3=C(C=C2)C(=NN3)C=CC4=CC=CC=N4. Drug 2: C1=CN(C(=O)N=C1N)C2C(C(C(O2)CO)O)O.Cl. Cell line: LOX IMVI. Synergy scores: CSS=13.1, Synergy_ZIP=-9.37, Synergy_Bliss=-7.56, Synergy_Loewe=-15.5, Synergy_HSA=-6.24. (4) Drug 1: COC1=NC(=NC2=C1N=CN2C3C(C(C(O3)CO)O)O)N. Drug 2: CC12CCC3C(C1CCC2OP(=O)(O)O)CCC4=C3C=CC(=C4)OC(=O)N(CCCl)CCCl.[Na+]. Cell line: ACHN. Synergy scores: CSS=3.23, Synergy_ZIP=-3.72, Synergy_Bliss=-2.43, Synergy_Loewe=-3.36, Synergy_HSA=-2.18. (5) Drug 1: CN1CCC(CC1)COC2=C(C=C3C(=C2)N=CN=C3NC4=C(C=C(C=C4)Br)F)OC. Drug 2: C1CCN(CC1)CCOC2=CC=C(C=C2)C(=O)C3=C(SC4=C3C=CC(=C4)O)C5=CC=C(C=C5)O. Cell line: SF-295. Synergy scores: CSS=2.04, Synergy_ZIP=-0.115, Synergy_Bliss=2.09, Synergy_Loewe=1.30, Synergy_HSA=1.67. (6) Drug 1: C1C(C(OC1N2C=NC3=C(N=C(N=C32)Cl)N)CO)O. Drug 2: CC1=C2C(C(=O)C3(C(CC4C(C3C(C(C2(C)C)(CC1OC(=O)C(C(C5=CC=CC=C5)NC(=O)OC(C)(C)C)O)O)OC(=O)C6=CC=CC=C6)(CO4)OC(=O)C)O)C)O. Cell line: UACC-257. Synergy scores: CSS=21.1, Synergy_ZIP=-4.60, Synergy_Bliss=1.66, Synergy_Loewe=-2.64, Synergy_HSA=-2.09.